Dataset: Catalyst prediction with 721,799 reactions and 888 catalyst types from USPTO. Task: Predict which catalyst facilitates the given reaction. (1) Reactant: [Cl:1][C:2]1[CH:18]=[CH:17][C:5]2[CH2:6][CH2:7][N:8]([C:11](=[O:16])[C:12]([F:15])([F:14])[F:13])[CH2:9][CH2:10][C:4]=2[C:3]=1OS(C(F)(F)F)(=O)=O.[NH2:27][CH2:28][C:29]1[CH:43]=[CH:42][C:32]([C:33]([NH:35][C@H:36]([CH3:41])[C:37]([F:40])([F:39])[F:38])=[O:34])=[C:31]([F:44])[CH:30]=1.C1C=CC(P(C2C(C3C(P(C4C=CC=CC=4)C4C=CC=CC=4)=CC=C4C=3C=CC=C4)=C3C(C=CC=C3)=CC=2)C2C=CC=CC=2)=CC=1.C(=O)([O-])[O-].[Cs+].[Cs+]. Product: [Cl:1][C:2]1[CH:18]=[CH:17][C:5]2[CH2:6][CH2:7][N:8]([C:11](=[O:16])[C:12]([F:13])([F:15])[F:14])[CH2:9][CH2:10][C:4]=2[C:3]=1[NH:27][CH2:28][C:29]1[CH:43]=[CH:42][C:32]([C:33](=[O:34])[NH:35][C@H:36]([CH3:41])[C:37]([F:39])([F:40])[F:38])=[C:31]([F:44])[CH:30]=1. The catalyst class is: 101. (2) Reactant: [NH2:1][C:2]1[CH:7]=[C:6]2[O:8][CH2:9][O:10][C:5]2=[CH:4][C:3]=1[C:11]1[CH:12]=[C:13]2[C:18](=[CH:19][CH:20]=1)[CH:17]=[C:16]([O:21][CH3:22])[CH:15]=[CH:14]2.Cl.[N:24]([O-])=O.[Na+].O. Product: [CH3:22][O:21][C:16]1[CH:15]=[CH:14][C:13]2[C:18]([CH:17]=1)=[CH:19][CH:20]=[C:11]1[C:12]=2[N:24]=[N:1][C:2]2[CH:7]=[C:6]3[O:8][CH2:9][O:10][C:5]3=[CH:4][C:3]1=2. The catalyst class is: 15.